Predict the product of the given reaction. From a dataset of Forward reaction prediction with 1.9M reactions from USPTO patents (1976-2016). (1) Given the reactants [NH2:1][CH2:2][C:3]1[CH:8]=[CH:7][C:6]([N:9]2[C:15](=[O:16])[CH2:14][C:13](=[O:17])[NH:12][C:11]3[C:18]4[C:23]([CH:24]=[CH:25][C:10]2=3)=[CH:22][CH:21]=[CH:20][CH:19]=4)=[CH:5][CH:4]=1.[Cl:26][C:27]1[CH:35]=[CH:34][CH:33]=[CH:32][C:28]=1[C:29](Cl)=[O:30], predict the reaction product. The product is: [Cl:26][C:27]1[CH:35]=[CH:34][CH:33]=[CH:32][C:28]=1[C:29]([NH:1][CH2:2][C:3]1[CH:8]=[CH:7][C:6]([N:9]2[C:15](=[O:16])[CH2:14][C:13](=[O:17])[NH:12][C:11]3[C:18]4[C:23]([CH:24]=[CH:25][C:10]2=3)=[CH:22][CH:21]=[CH:20][CH:19]=4)=[CH:5][CH:4]=1)=[O:30]. (2) Given the reactants O=C1NCCN1C1C=CC([C:13]23[CH2:32][CH:17]4[CH2:18][C:19]([NH:21][CH2:22][C:23]([N:25]5[CH2:29][CH2:28][CH2:27][C@H:26]5[C:30]#[N:31])=[O:24])([CH2:20]2)[CH:15]([CH2:16]4)[CH2:14]3)=CC=1.[Si](Cl)(C)(C)C.[CH3:38][OH:39], predict the reaction product. The product is: [O:39]=[C:38]1[CH2:17][CH2:18][CH2:19][N:21]1[C:13]12[CH2:32][CH:17]3[CH2:18][C:19]([NH:21][CH2:22][C:23]([N:25]4[CH2:29][CH2:28][CH2:27][C@H:26]4[C:30]#[N:31])=[O:24])([CH2:20]1)[CH:15]([CH2:16]3)[CH2:14]2. (3) Given the reactants [F:1][C:2]1[CH:7]=[C:6](B2OC(C)(C)C(C)(C)O2)[CH:5]=[CH:4][C:3]=1[C:17]1[N:18]=[CH:19][C:20]([NH2:23])=[N:21][CH:22]=1.Br[C:25]1[CH:30]=[CH:29][CH:28]=[CH:27][C:26]=1[S:31]([N:34]1[CH2:39][CH2:38][CH:37]([NH2:40])[CH2:36][CH2:35]1)(=[O:33])=[O:32], predict the reaction product. The product is: [NH2:40][CH:37]1[CH2:38][CH2:39][N:34]([S:31]([C:26]2[CH:27]=[CH:28][CH:29]=[CH:30][C:25]=2[C:6]2[CH:5]=[CH:4][C:3]([C:17]3[N:18]=[CH:19][C:20]([NH2:23])=[N:21][CH:22]=3)=[C:2]([F:1])[CH:7]=2)(=[O:33])=[O:32])[CH2:35][CH2:36]1. (4) Given the reactants [F:1][C:2]1[CH:7]=[CH:6][CH:5]=[C:4]([F:8])[C:3]=1[C:9]1[O:10][C:11]([C:22]([OH:24])=O)=[C:12]([C:14]2[CH:19]=[CH:18][C:17]([O:20][CH3:21])=[CH:16][CH:15]=2)[N:13]=1.O.OC1C2N=N[NH:32]C=2C=CC=1.N.O1CCOCC1.CN(C)CCCN=C=NCC, predict the reaction product. The product is: [F:1][C:2]1[CH:7]=[CH:6][CH:5]=[C:4]([F:8])[C:3]=1[C:9]1[O:10][C:11]([C:22]([NH2:32])=[O:24])=[C:12]([C:14]2[CH:19]=[CH:18][C:17]([O:20][CH3:21])=[CH:16][CH:15]=2)[N:13]=1. (5) The product is: [Cl:35][C:32]1[CH:33]=[CH:34][C:29]([NH:28][C:26]([C:21]2[C:20]([NH:19][C:17](=[O:18])[C:16]3[CH:36]=[CH:37][C:38]([S:40][CH3:41])=[CH:39][C:15]=3[O:14][CH:11]3[CH2:12][CH2:13][NH:8][CH2:9][CH2:10]3)=[CH:25][CH:24]=[CH:23][N:22]=2)=[O:27])=[N:30][CH:31]=1. Given the reactants C(OC([N:8]1[CH2:13][CH2:12][CH:11]([O:14][C:15]2[CH:39]=[C:38]([S:40][CH3:41])[CH:37]=[CH:36][C:16]=2[C:17]([NH:19][C:20]2[C:21]([C:26]([NH:28][C:29]3[CH:34]=[CH:33][C:32]([Cl:35])=[CH:31][N:30]=3)=[O:27])=[N:22][CH:23]=[CH:24][CH:25]=2)=[O:18])[CH2:10][CH2:9]1)=O)(C)(C)C, predict the reaction product.